From a dataset of Catalyst prediction with 721,799 reactions and 888 catalyst types from USPTO. Predict which catalyst facilitates the given reaction. (1) Reactant: [F:1][C:2]([F:16])([F:15])[C:3]1[CH:14]=[CH:13][C:6]([CH2:7][CH:8]([C:11]#[N:12])[C:9]#[N:10])=[CH:5][CH:4]=1.[H-].[Na+].[Cl:19][C:20]([Cl:24])=[CH:21][CH2:22]Cl. Product: [Cl:19][C:20]([Cl:24])=[CH:21][CH2:22][C:8]([CH2:7][C:6]1[CH:5]=[CH:4][C:3]([C:2]([F:15])([F:16])[F:1])=[CH:14][CH:13]=1)([C:11]#[N:12])[C:9]#[N:10]. The catalyst class is: 9. (2) Reactant: [Cl:1][C:2]1[C:19]([Cl:20])=[CH:18][C:5]2[NH:6][C:7]([C:9]3[CH:17]=[CH:16][C:12]([C:13](O)=[O:14])=[CH:11][CH:10]=3)=[N:8][C:4]=2[CH:3]=1.O=S(Cl)Cl.[NH2:25][C:26]1[C:27]([C:36]([O:38][CH3:39])=[O:37])=[CH:28][C:29]([OH:35])=[C:30]([CH:34]=1)[C:31]([OH:33])=[O:32]. Product: [Cl:20][C:19]1[C:2]([Cl:1])=[CH:3][C:4]2[NH:8][C:7]([C:9]3[CH:10]=[CH:11][C:12]([C:13]([NH:25][C:26]4[C:27]([C:36]([O:38][CH3:39])=[O:37])=[CH:28][C:29]([OH:35])=[C:30]([CH:34]=4)[C:31]([OH:33])=[O:32])=[O:14])=[CH:16][CH:17]=3)=[N:6][C:5]=2[CH:18]=1. The catalyst class is: 3. (3) Reactant: [Cl:1][C:2]1[CH:3]=[C:4]([CH:7]=[C:8]([OH:10])[CH:9]=1)[C:5]#[N:6].Br[C:12]1[C:13](=[O:30])[N:14]([CH2:21][C:22]2[CH:27]=[CH:26][C:25]([O:28][CH3:29])=[CH:24][CH:23]=2)[CH:15]=[N:16][C:17]=1[CH:18]([F:20])[F:19].CC([O-])(C)C.[K+]. Product: [Cl:1][C:2]1[CH:3]=[C:4]([CH:7]=[C:8]([O:10][C:12]2[C:13](=[O:30])[N:14]([CH2:21][C:22]3[CH:23]=[CH:24][C:25]([O:28][CH3:29])=[CH:26][CH:27]=3)[CH:15]=[N:16][C:17]=2[CH:18]([F:20])[F:19])[CH:9]=1)[C:5]#[N:6]. The catalyst class is: 179. (4) Reactant: [BH4-].[Na+].FC(F)(F)C(O)=O.[CH2:10]([O:17][C:18]1[CH:23]=[CH:22][C:21]([Br:24])=[CH:20][C:19]=1[CH2:25][C:26]#[N:27])[C:11]1[CH:16]=[CH:15][CH:14]=[CH:13][CH:12]=1. Product: [CH2:10]([O:17][C:18]1[CH:23]=[CH:22][C:21]([Br:24])=[CH:20][C:19]=1[CH2:25][CH2:26][NH2:27])[C:11]1[CH:12]=[CH:13][CH:14]=[CH:15][CH:16]=1. The catalyst class is: 1. (5) Reactant: [Br:1][C:2]1[CH:18]=[CH:17][C:5]2[N:6]=[C:7]([C:9]3[CH:14]=[CH:13][C:12]([CH2:15]Br)=[CH:11][CH:10]=3)[O:8][C:4]=2[CH:3]=1.[NH:19]1[CH2:24][CH2:23][CH2:22][CH2:21][CH2:20]1. Product: [Br:1][C:2]1[CH:18]=[CH:17][C:5]2[N:6]=[C:7]([C:9]3[CH:14]=[CH:13][C:12]([CH2:15][N:19]4[CH2:24][CH2:23][CH2:22][CH2:21][CH2:20]4)=[CH:11][CH:10]=3)[O:8][C:4]=2[CH:3]=1. The catalyst class is: 1. (6) Reactant: [NH2:1][C:2]1[CH:3]=[N:4][CH:5]=[C:6]([Br:9])[C:7]=1[OH:8].[Cl:10][C:11]1[CH:12]=[C:13]([S:18](Cl)(=[O:20])=[O:19])[CH:14]=[C:15]([Cl:17])[CH:16]=1.CO. Product: [Br:9][C:6]1[C:7]([OH:8])=[C:2]([NH:1][S:18]([C:13]2[CH:12]=[C:11]([Cl:10])[CH:16]=[C:15]([Cl:17])[CH:14]=2)(=[O:20])=[O:19])[CH:3]=[N:4][CH:5]=1. The catalyst class is: 17. (7) Reactant: [Br:1][C:2]1[C:3]([NH:9][C:10]2[CH:15]=[CH:14][CH:13]=[CH:12][C:11]=2[O:16][CH3:17])=[N:4][C:5](Cl)=[N:6][CH:7]=1.Cl.[CH2:19]([N:21]([CH2:32][CH3:33])[CH2:22][CH2:23][O:24][C:25]1[CH:31]=[CH:30][C:28]([NH2:29])=[CH:27][CH:26]=1)[CH3:20].Cl.O. Product: [Br:1][C:2]1[C:3]([NH:9][C:10]2[CH:15]=[CH:14][CH:13]=[CH:12][C:11]=2[O:16][CH3:17])=[N:4][C:5]([NH:29][C:28]2[CH:27]=[CH:26][C:25]([O:24][CH2:23][CH2:22][N:21]([CH2:32][CH3:33])[CH2:19][CH3:20])=[CH:31][CH:30]=2)=[N:6][CH:7]=1. The catalyst class is: 51.